From a dataset of Merck oncology drug combination screen with 23,052 pairs across 39 cell lines. Regression. Given two drug SMILES strings and cell line genomic features, predict the synergy score measuring deviation from expected non-interaction effect. (1) Drug 1: CCC1(O)CC2CN(CCc3c([nH]c4ccccc34)C(C(=O)OC)(c3cc4c(cc3OC)N(C)C3C(O)(C(=O)OC)C(OC(C)=O)C5(CC)C=CCN6CCC43C65)C2)C1. Drug 2: Cn1cc(-c2cnn3c(N)c(Br)c(C4CCCNC4)nc23)cn1. Cell line: MSTO. Synergy scores: synergy=-6.71. (2) Drug 1: C=CCn1c(=O)c2cnc(Nc3ccc(N4CCN(C)CC4)cc3)nc2n1-c1cccc(C(C)(C)O)n1. Drug 2: Cn1cc(-c2cnn3c(N)c(Br)c(C4CCCNC4)nc23)cn1. Cell line: HCT116. Synergy scores: synergy=53.1. (3) Drug 1: C=CCn1c(=O)c2cnc(Nc3ccc(N4CCN(C)CC4)cc3)nc2n1-c1cccc(C(C)(C)O)n1. Drug 2: CCc1c2c(nc3ccc(O)cc13)-c1cc3c(c(=O)n1C2)COC(=O)C3(O)CC. Cell line: OV90. Synergy scores: synergy=-5.60. (4) Drug 1: CC(C)CC(NC(=O)C(Cc1ccccc1)NC(=O)c1cnccn1)B(O)O. Drug 2: COC1CC2CCC(C)C(O)(O2)C(=O)C(=O)N2CCCCC2C(=O)OC(C(C)CC2CCC(OP(C)(C)=O)C(OC)C2)CC(=O)C(C)C=C(C)C(O)C(OC)C(=O)C(C)CC(C)C=CC=CC=C1C. Cell line: CAOV3. Synergy scores: synergy=0.0856. (5) Drug 1: CC(=O)OC1C(=O)C2(C)C(O)CC3OCC3(OC(C)=O)C2C(OC(=O)c2ccccc2)C2(O)CC(OC(=O)C(O)C(NC(=O)c3ccccc3)c3ccccc3)C(C)=C1C2(C)C. Drug 2: Cn1nnc2c(C(N)=O)ncn2c1=O. Cell line: NCIH2122. Synergy scores: synergy=-238. (6) Drug 1: Nc1ccn(C2OC(CO)C(O)C2(F)F)c(=O)n1. Drug 2: CCN(CC)CCNC(=O)c1c(C)[nH]c(C=C2C(=O)Nc3ccc(F)cc32)c1C. Cell line: MSTO. Synergy scores: synergy=-8.79. (7) Drug 1: Cn1c(=O)n(-c2ccc(C(C)(C)C#N)cc2)c2c3cc(-c4cnc5ccccc5c4)ccc3ncc21. Drug 2: CCc1cnn2c(NCc3ccc[n+]([O-])c3)cc(N3CCCCC3CCO)nc12. Cell line: LOVO. Synergy scores: synergy=6.94. (8) Drug 1: O=C(NOCC(O)CO)c1ccc(F)c(F)c1Nc1ccc(I)cc1F. Drug 2: CCC1(O)C(=O)OCc2c1cc1n(c2=O)Cc2cc3c(CN(C)C)c(O)ccc3nc2-1. Cell line: SW837. Synergy scores: synergy=19.9. (9) Synergy scores: synergy=-17.0. Cell line: T47D. Drug 2: CNC(=O)c1cc(Oc2ccc(NC(=O)Nc3ccc(Cl)c(C(F)(F)F)c3)cc2)ccn1. Drug 1: N.N.O=C(O)C1(C(=O)O)CCC1.[Pt].